Dataset: Peptide-MHC class I binding affinity with 185,985 pairs from IEDB/IMGT. Task: Regression. Given a peptide amino acid sequence and an MHC pseudo amino acid sequence, predict their binding affinity value. This is MHC class I binding data. (1) The peptide sequence is ADPVDAVIN. The MHC is HLA-B15:01 with pseudo-sequence HLA-B15:01. The binding affinity (normalized) is 0.212. (2) The peptide sequence is EEVLDVCPLG. The MHC is HLA-B18:01 with pseudo-sequence HLA-B18:01. The binding affinity (normalized) is 0.216.